This data is from Retrosynthesis with 50K atom-mapped reactions and 10 reaction types from USPTO. The task is: Predict the reactants needed to synthesize the given product. (1) Given the product CC(C)(C)OC(=O)N1CC(F)(F)CC1C=O, predict the reactants needed to synthesize it. The reactants are: CC(C)(C)OC(=O)N1CC(F)(F)CC1CO. (2) Given the product COC(=O)Cc1cccc(Cn2cnc3c(N)nc(OCCSC)nc32)c1, predict the reactants needed to synthesize it. The reactants are: COC(=O)Cc1cccc(Cn2cnc3c(N)nc(Cl)nc32)c1.CSCCO.